From a dataset of NCI-60 drug combinations with 297,098 pairs across 59 cell lines. Regression. Given two drug SMILES strings and cell line genomic features, predict the synergy score measuring deviation from expected non-interaction effect. (1) Drug 1: CC1=CC=C(C=C1)C2=CC(=NN2C3=CC=C(C=C3)S(=O)(=O)N)C(F)(F)F. Drug 2: CCN(CC)CCCC(C)NC1=C2C=C(C=CC2=NC3=C1C=CC(=C3)Cl)OC. Cell line: CAKI-1. Synergy scores: CSS=5.83, Synergy_ZIP=1.44, Synergy_Bliss=8.92, Synergy_Loewe=-3.30, Synergy_HSA=3.98. (2) Drug 1: CCCCC(=O)OCC(=O)C1(CC(C2=C(C1)C(=C3C(=C2O)C(=O)C4=C(C3=O)C=CC=C4OC)O)OC5CC(C(C(O5)C)O)NC(=O)C(F)(F)F)O. Drug 2: CN(CCCl)CCCl.Cl. Cell line: MDA-MB-231. Synergy scores: CSS=29.5, Synergy_ZIP=-3.54, Synergy_Bliss=-1.72, Synergy_Loewe=-12.4, Synergy_HSA=-0.970. (3) Drug 1: C1CCN(CC1)CCOC2=CC=C(C=C2)C(=O)C3=C(SC4=C3C=CC(=C4)O)C5=CC=C(C=C5)O. Drug 2: COC1=NC(=NC2=C1N=CN2C3C(C(C(O3)CO)O)O)N. Cell line: MCF7. Synergy scores: CSS=9.39, Synergy_ZIP=3.51, Synergy_Bliss=10.8, Synergy_Loewe=2.67, Synergy_HSA=6.66. (4) Drug 1: COC1=NC(=NC2=C1N=CN2C3C(C(C(O3)CO)O)O)N. Drug 2: CN(CCCl)CCCl.Cl. Cell line: K-562. Synergy scores: CSS=25.1, Synergy_ZIP=-1.01, Synergy_Bliss=3.97, Synergy_Loewe=-32.6, Synergy_HSA=0.973. (5) Drug 1: CN(C)C1=NC(=NC(=N1)N(C)C)N(C)C. Drug 2: C1C(C(OC1N2C=C(C(=O)NC2=O)F)CO)O. Cell line: SNB-19. Synergy scores: CSS=23.0, Synergy_ZIP=-1.36, Synergy_Bliss=-3.61, Synergy_Loewe=-23.8, Synergy_HSA=-4.72. (6) Drug 1: CC(C1=C(C=CC(=C1Cl)F)Cl)OC2=C(N=CC(=C2)C3=CN(N=C3)C4CCNCC4)N. Drug 2: CN(C)N=NC1=C(NC=N1)C(=O)N. Cell line: LOX IMVI. Synergy scores: CSS=46.3, Synergy_ZIP=-1.72, Synergy_Bliss=-0.499, Synergy_Loewe=1.71, Synergy_HSA=2.49.